Task: Predict which catalyst facilitates the given reaction.. Dataset: Catalyst prediction with 721,799 reactions and 888 catalyst types from USPTO (1) Reactant: [BH4-].[Li+].Cl[Si](C)(C)C.[CH3:8][O:9][C:10]1[CH:15]=[C:14]([C:16]([F:19])([F:18])[F:17])[CH:13]=[CH:12][C:11]=1/[CH:20]=[CH:21]/[N+:22]([O-])=O. Product: [CH3:8][O:9][C:10]1[CH:15]=[C:14]([C:16]([F:17])([F:19])[F:18])[CH:13]=[CH:12][C:11]=1[CH2:20][CH2:21][NH2:22]. The catalyst class is: 1. (2) Reactant: [OH:1][C@H:2]1[CH2:7][C@H:6]([CH3:8])[CH2:5][CH2:4][C@H:3]1[C:9]([OH:11])=[O:10].N1C=CC=CC=1.[C:18](OC(=O)C)(=[O:20])[CH3:19]. Product: [C:18]([O:1][C@H:2]1[CH2:7][C@H:6]([CH3:8])[CH2:5][CH2:4][C@H:3]1[C:9]([OH:11])=[O:10])(=[O:20])[CH3:19]. The catalyst class is: 4. (3) Reactant: C[Mg]Br.[CH:4]([OH:7])([CH3:6])[CH3:5].[CH2:8]1[CH:16]2[CH:11]([CH:12]3[CH2:17]C2C[C:13]3=O)[CH2:10][CH2:9]1.C(O)(=O)C. Product: [CH3:5][C:4]1([OH:7])[CH2:13][CH:12]2[CH2:17][CH:6]1[CH:10]1[CH:11]2[CH2:16][CH2:8][CH2:9]1. The catalyst class is: 7. (4) Reactant: C(OC([NH:11][CH2:12][CH2:13][CH2:14][C@@H:15]([NH:24][C:25](=[O:53])[CH2:26][C@H:27]([O:39][C:40](=[O:52])[CH2:41][CH2:42][CH2:43][CH2:44][CH2:45][CH2:46][CH2:47][CH2:48][CH2:49][CH2:50][CH3:51])[CH2:28][CH2:29][CH2:30][CH2:31][CH2:32][CH2:33][CH2:34][CH2:35][CH2:36][CH2:37][CH3:38])[CH2:16][O:17][CH:18]1[CH2:23][CH2:22][CH2:21][CH2:20][O:19]1)=O)C1C=CC=CC=1.C(N(CC)CC)C.[H][H]. Product: [NH2:11][CH2:12][CH2:13][CH2:14][C@@H:15]([NH:24][C:25](=[O:53])[CH2:26][C@H:27]([O:39][C:40](=[O:52])[CH2:41][CH2:42][CH2:43][CH2:44][CH2:45][CH2:46][CH2:47][CH2:48][CH2:49][CH2:50][CH3:51])[CH2:28][CH2:29][CH2:30][CH2:31][CH2:32][CH2:33][CH2:34][CH2:35][CH2:36][CH2:37][CH3:38])[CH2:16][O:17][CH:18]1[CH2:23][CH2:22][CH2:21][CH2:20][O:19]1. The catalyst class is: 29. (5) Reactant: [CH2:1]([O:8][C:9]([NH:11][C@H:12]([C:16]([OH:18])=[O:17])[CH:13]([CH3:15])[CH3:14])=[O:10])[C:2]1[CH:7]=[CH:6][CH:5]=[CH:4][CH:3]=1.[CH:28]1(N=C=N[CH:28]2[CH2:33][CH2:32][CH2:31][CH2:30][CH2:29]2)[CH2:33][CH2:32][CH2:31][CH2:30][CH2:29]1. Product: [CH2:1]([O:8][C:9]([NH:11][C@H:12]([C:16]([O:18][CH2:3][CH2:2][CH2:1][O:8][CH2:9][C:28]1[CH:29]=[CH:30][CH:31]=[CH:32][CH:33]=1)=[O:17])[CH:13]([CH3:15])[CH3:14])=[O:10])[C:2]1[CH:3]=[CH:4][CH:5]=[CH:6][CH:7]=1. The catalyst class is: 4. (6) Reactant: [H][H].[CH2:3]=[C:4]1[N:9]([C:10]([O:12][C:13]([CH3:16])([CH3:15])[CH3:14])=[O:11])[C@H:8]([C:17]([O:19][CH3:20])=[O:18])[CH2:7][CH2:6][CH2:5]1. Product: [CH3:3][C@@H:4]1[N:9]([C:10]([O:12][C:13]([CH3:16])([CH3:14])[CH3:15])=[O:11])[C@H:8]([C:17]([O:19][CH3:20])=[O:18])[CH2:7][CH2:6][CH2:5]1. The catalyst class is: 43. (7) Reactant: Cl[C:2]1[CH:7]=[CH:6][C:5]([N+:8]([O-:10])=[O:9])=[CH:4][CH:3]=1.C(=O)([O-])[O-].[K+].[K+].[OH:17][CH:18]1[CH2:23][CH2:22][NH:21][CH2:20][CH2:19]1.O. Product: [OH:17][CH:18]1[CH2:23][CH2:22][N:21]([C:2]2[CH:7]=[CH:6][C:5]([N+:8]([O-:10])=[O:9])=[CH:4][CH:3]=2)[CH2:20][CH2:19]1. The catalyst class is: 80.